From a dataset of Forward reaction prediction with 1.9M reactions from USPTO patents (1976-2016). Predict the product of the given reaction. (1) Given the reactants Cl[C:2]1[C:7]([C:8]#[N:9])=[C:6]([C:10]2[CH:14]=[CH:13][NH:12][N:11]=2)[C:5]([C:15]#[N:16])=[C:4]([S:17][CH2:18][C:19]2[N:20]=[C:21]([C:24]3[CH:29]=[CH:28][C:27]([Cl:30])=[CH:26][CH:25]=3)[S:22][CH:23]=2)[N:3]=1.[NH2:31][CH2:32][CH2:33][OH:34].CO, predict the reaction product. The product is: [Cl:30][C:27]1[CH:28]=[CH:29][C:24]([C:21]2[S:22][CH:23]=[C:19]([CH2:18][S:17][C:4]3[C:5]([C:15]#[N:16])=[C:6]([C:10]4[CH:14]=[CH:13][NH:12][N:11]=4)[C:7]([C:8]#[N:9])=[C:2]([NH:31][CH2:32][CH2:33][OH:34])[N:3]=3)[N:20]=2)=[CH:25][CH:26]=1. (2) The product is: [O:23]1[CH2:22][CH2:6][CH2:7][CH2:8][CH:9]1[O:37][CH2:38][C:39]1[CH:40]=[C:41]([CH:44]=[CH:45][CH:46]=1)[C:42]#[N:43]. Given the reactants C[C@H](N)C(N[C@@H:6]([C:22](N)=[O:23])[CH2:7][CH2:8][C:9](NC12CC3CC(CC(C3)C1)C2)=O)=O.C1(C)C(S(O)(=O)=O)=CC=CC=1.[OH:37][CH2:38][C:39]1[CH:40]=[C:41]([CH:44]=[CH:45][CH:46]=1)[C:42]#[N:43].O1C=CCCC1.C(=O)(O)[O-].[Na+], predict the reaction product.